This data is from Catalyst prediction with 721,799 reactions and 888 catalyst types from USPTO. The task is: Predict which catalyst facilitates the given reaction. (1) Reactant: C([O:5][C:6]([C:8]1[CH:9]=[C:10]([C:17]([O:19][CH2:20][C:21]2[CH:26]=[CH:25][CH:24]=[CH:23][CH:22]=2)=[O:18])[N:11]2[C:16]=1[CH:15]=[CH:14][CH:13]=[CH:12]2)=[O:7])(C)(C)C.C(O)(C(F)(F)F)=O. Product: [CH2:20]([O:19][C:17]([C:10]1[N:11]2[C:16]([CH:15]=[CH:14][CH:13]=[CH:12]2)=[C:8]([C:6]([OH:7])=[O:5])[CH:9]=1)=[O:18])[C:21]1[CH:22]=[CH:23][CH:24]=[CH:25][CH:26]=1. The catalyst class is: 2. (2) Reactant: [Cl:1][C:2]1[CH:7]=[CH:6][C:5]([CH2:8][C:9](=O)[CH:10]([CH3:12])[CH3:11])=[CH:4][C:3]=1[O:14][CH2:15][CH2:16][CH2:17][O:18][CH3:19].[BH3-]C#[N:22].[Na+].[OH-].[Na+]. Product: [Cl:1][C:2]1[CH:7]=[CH:6][C:5]([CH2:8][CH:9]([NH2:22])[CH:10]([CH3:12])[CH3:11])=[CH:4][C:3]=1[O:14][CH2:15][CH2:16][CH2:17][O:18][CH3:19]. The catalyst class is: 5. (3) Product: [O:1]=[C:2]1[N:10]([CH2:11][CH2:12][CH3:13])[C:9]2[N:8]=[C:7]([C:14]34[CH2:21][CH2:20][C:17]([CH:22]([CH3:23])[C:34]([NH2:32])=[O:38])([CH2:16][CH2:15]3)[CH2:18][CH2:19]4)[NH:6][C:5]=2[C:4](=[O:27])[N:3]1[CH2:28][CH2:29][CH3:30]. The catalyst class is: 3. Reactant: [O:1]=[C:2]1[N:10]([CH2:11][CH2:12][CH3:13])[C:9]2[N:8]=[C:7]([C:14]34[CH2:21][CH2:20][C:17]([CH2:22][CH2:23]C(O)=O)([CH2:18][CH2:19]3)[CH2:16][CH2:15]4)[NH:6][C:5]=2[C:4](=[O:27])[N:3]1[CH2:28][CH2:29][CH3:30].C[N:32]([C:34]([O:38]N1N=NC2C=CC=NC1=2)=[N+](C)C)C.F[P-](F)(F)(F)(F)F.CCN(C(C)C)C(C)C.N. (4) Reactant: [NH2:1][C:2]1[C:7]([C:8]([NH2:10])=[O:9])=[C:6]([O:11][CH3:12])[C:5]([CH2:13][N:14]2[CH2:19][CH2:18][O:17][CH2:16][CH2:15]2)=[C:4]([O:20][CH3:21])[CH:3]=1.[CH3:22][C:23]1[CH:24]=[C:25]([CH:28]=[C:29]([CH3:32])[C:30]=1[OH:31])[CH:26]=O.S([O-])(O)=O.[Na+].C1(C)C=CC(S(O)(=O)=O)=CC=1. Product: [OH:31][C:30]1[C:29]([CH3:32])=[CH:28][C:25]([C:26]2[NH:10][C:8](=[O:9])[C:7]3[C:2](=[CH:3][C:4]([O:20][CH3:21])=[C:5]([CH2:13][N:14]4[CH2:19][CH2:18][O:17][CH2:16][CH2:15]4)[C:6]=3[O:11][CH3:12])[N:1]=2)=[CH:24][C:23]=1[CH3:22]. The catalyst class is: 395.